Dataset: Reaction yield outcomes from USPTO patents with 853,638 reactions. Task: Predict the reaction yield, written as a fraction of the theoretical maximum amount of product (1.0 means a 100% yield; for example, 0.34 means a 34% yield). (1) The reactants are [C:1]12([CH2:11][O:12][C:13]3[CH:21]=[CH:20][C:16]([C:17]([NH2:19])=[O:18])=[CH:15][C:14]=3[C:22]3[C:23]([O:28][CH3:29])=[N:24][CH:25]=[CH:26][CH:27]=3)[CH2:10][CH:5]3[CH2:6][CH:7]([CH2:9][CH:3]([CH2:4]3)[CH2:2]1)[CH2:8]2.[H-].[Na+].[CH3:32][S:33](Cl)(=[O:35])=[O:34]. The catalyst is O1CCCC1. The product is [C:1]12([CH2:11][O:12][C:13]3[CH:21]=[CH:20][C:16]([C:17]([NH:19][S:33]([CH3:32])(=[O:35])=[O:34])=[O:18])=[CH:15][C:14]=3[C:22]3[C:23]([O:28][CH3:29])=[N:24][CH:25]=[CH:26][CH:27]=3)[CH2:8][CH:7]3[CH2:6][CH:5]([CH2:4][CH:3]([CH2:9]3)[CH2:2]1)[CH2:10]2. The yield is 0.270. (2) The reactants are [O:1]1[CH:5]2[O:6][CH2:7][CH2:8][CH:4]2[CH:3]([O:9][C:10](=[O:42])[NH:11][CH:12]([CH2:35][C:36]2[CH:41]=[CH:40][CH:39]=[CH:38][CH:37]=2)[CH:13]([OH:34])[CH2:14][N:15]([S:20]([C:23]2[CH:24]=[CH:25][C:26]3[O:30][CH:29]=[C:28]([CH2:31][NH2:32])[C:27]=3[CH:33]=2)(=[O:22])=[O:21])[CH2:16][CH:17]([CH3:19])[CH3:18])[CH2:2]1.[C:43](Cl)(=[O:50])[C:44]1[CH:49]=[CH:48][CH:47]=[CH:46][CH:45]=1.C(N(CC)CC)C. The catalyst is C1COCC1. The product is [O:1]1[CH:5]2[O:6][CH2:7][CH2:8][CH:4]2[CH:3]([O:9][C:10](=[O:42])[NH:11][CH:12]([CH2:35][C:36]2[CH:37]=[CH:38][CH:39]=[CH:40][CH:41]=2)[CH:13]([OH:34])[CH2:14][N:15]([S:20]([C:23]2[CH:24]=[CH:25][C:26]3[O:30][CH:29]=[C:28]([CH2:31][NH:32][C:43](=[O:50])[C:44]4[CH:49]=[CH:48][CH:47]=[CH:46][CH:45]=4)[C:27]=3[CH:33]=2)(=[O:22])=[O:21])[CH2:16][CH:17]([CH3:19])[CH3:18])[CH2:2]1. The yield is 0.520. (3) The reactants are [C:1]([C:5]1[CH:10]=[CH:9][C:8]([NH:11][C:12]([NH:14][CH2:15][CH2:16][CH2:17][N:18]([CH2:20][C@@H:21]2[C@@H:25]([OH:26])[C@@H:24]([OH:27])[C@H:23]([N:28]3[C:32]4[N:33]=[CH:34][N:35]=[C:36]([NH:37][CH2:38][C:39]5[CH:44]=[CH:43][C:42]([O:45][CH3:46])=[CH:41][C:40]=5[O:47][CH3:48])[C:31]=4[CH:30]=[CH:29]3)[O:22]2)[CH3:19])=[O:13])=[CH:7][CH:6]=1)([CH3:4])([CH3:3])[CH3:2].[ClH:49].O. The catalyst is CO. The product is [ClH:49].[C:1]([C:5]1[CH:10]=[CH:9][C:8]([NH:11][C:12]([NH:14][CH2:15][CH2:16][CH2:17][N:18]([CH2:20][C@@H:21]2[C@@H:25]([OH:26])[C@@H:24]([OH:27])[C@H:23]([N:28]3[C:32]4[N:33]=[CH:34][N:35]=[C:36]([NH:37][CH2:38][C:39]5[CH:44]=[CH:43][C:42]([O:45][CH3:46])=[CH:41][C:40]=5[O:47][CH3:48])[C:31]=4[CH:30]=[CH:29]3)[O:22]2)[CH3:19])=[O:13])=[CH:7][CH:6]=1)([CH3:4])([CH3:2])[CH3:3]. The yield is 0.930. (4) The reactants are Br[C:2]1[CH:11]=[CH:10][C:9]2[C:4](=[CH:5][CH:6]=[C:7]([Br:12])[CH:8]=2)[CH:3]=1.[CH:13]1[C:22]2[C:17](=[CH:18][CH:19]=[CH:20][CH:21]=2)[CH:16]=[CH:15][C:14]=1B(O)O.C(=O)([O-])[O-].[Na+].[Na+]. The catalyst is C1C=CC([P]([Pd]([P](C2C=CC=CC=2)(C2C=CC=CC=2)C2C=CC=CC=2)([P](C2C=CC=CC=2)(C2C=CC=CC=2)C2C=CC=CC=2)[P](C2C=CC=CC=2)(C2C=CC=CC=2)C2C=CC=CC=2)(C2C=CC=CC=2)C2C=CC=CC=2)=CC=1.C(COC)OC. The product is [Br:12][C:7]1[CH:6]=[CH:5][C:4]2[C:9](=[CH:10][CH:11]=[C:2]([C:15]3[CH:14]=[CH:13][C:22]4[C:17](=[CH:18][CH:19]=[CH:20][CH:21]=4)[CH:16]=3)[CH:3]=2)[CH:8]=1. The yield is 0.690. (5) The reactants are [NH:1]1[CH2:6][CH2:5][O:4][CH2:3][CH2:2]1.[Cl:7][C:8]1[N:13]=[C:12](Cl)[C:11]([F:15])=[C:10]([Cl:16])[N:9]=1. The catalyst is C(O)C. The product is [Cl:7][C:8]1[N:13]=[C:12]([N:1]2[CH2:6][CH2:5][O:4][CH2:3][CH2:2]2)[C:11]([F:15])=[C:10]([Cl:16])[N:9]=1. The yield is 0.530. (6) The reactants are [Sn](Cl)(Cl)(Cl)Cl.[C:6]([C:8]1[CH:9]=[C:10]([NH:15][NH2:16])[CH:11]=[CH:12][C:13]=1[F:14])#[N:7].[F:17][C:18]([F:26])([F:25])[C:19](=O)[CH2:20][C:21](=O)[CH3:22]. The catalyst is C(O)C. The product is [C:6]([C:8]1[CH:9]=[C:10]([N:15]2[C:21]([CH3:22])=[CH:20][C:19]([C:18]([F:26])([F:25])[F:17])=[N:16]2)[CH:11]=[CH:12][C:13]=1[F:14])#[N:7]. The yield is 0.560. (7) No catalyst specified. The product is [C:19]([O:18][N:17]=[C:7]([C:3]1[C:2]([NH2:1])=[N:6][O:5][N:4]=1)[NH:8][C:9]1[CH:14]=[CH:13][C:12]([F:15])=[C:11]([Cl:16])[CH:10]=1)(=[O:21])[CH3:20]. The yield is 0.540. The reactants are [NH2:1][C:2]1[C:3]([C:7](=[N:17][OH:18])[NH:8][C:9]2[CH:14]=[CH:13][C:12]([F:15])=[C:11]([Cl:16])[CH:10]=2)=[N:4][O:5][N:6]=1.[C:19](OC(=O)C)(=[O:21])[CH3:20]. (8) The reactants are N([O-])=O.[Na+].[I:5][C:6]1[CH:7]=[C:8]([CH3:13])[C:9](N)=[N:10][CH:11]=1.[OH:14]S(O)(=O)=O.B(O)(O)O.[NH4+].[OH-]. No catalyst specified. The product is [I:5][C:6]1[CH:7]=[C:8]([CH3:13])[C:9]([OH:14])=[N:10][CH:11]=1. The yield is 0.830.